Predict which catalyst facilitates the given reaction. From a dataset of Catalyst prediction with 721,799 reactions and 888 catalyst types from USPTO. (1) Reactant: [CH3:1][C:2]1[CH:7]=[C:6]([CH3:8])[CH:5]=[CH:4][C:3]=1[NH:9][CH2:10][CH:11]([CH3:13])[CH3:12].Cl[S:15]([C:18]1[CH:19]=[CH:20][C:21]([O:27][CH3:28])=[C:22]([CH:26]=1)[C:23]([OH:25])=[O:24])(=[O:17])=[O:16]. Product: [CH3:1][C:2]1[CH:7]=[C:6]([CH3:8])[CH:5]=[CH:4][C:3]=1[N:9]([CH2:10][CH:11]([CH3:13])[CH3:12])[S:15]([C:18]1[CH:19]=[CH:20][C:21]([O:27][CH3:28])=[C:22]([CH:26]=1)[C:23]([OH:25])=[O:24])(=[O:17])=[O:16]. The catalyst class is: 17. (2) Reactant: [Cl:1][C:2]1[CH:11]=[C:10]2[C:5]([CH:6]=[C:7](C(O)=O)[N:8]=[CH:9]2)=[CH:4][N:3]=1.[C:15]([OH:19])([CH3:18])([CH3:17])[CH3:16].C([N:23]([CH2:27]C)C(C)C)(C)C.C1C=CC([O:35]P(OC2C=CC=CC=2)(N=[N+]=[N-])=O)=CC=1. Product: [Cl:1][C:2]1[CH:11]=[C:10]2[C:5]([CH:6]=[C:7]([NH:23][C:27](=[O:35])[O:19][C:15]([CH3:18])([CH3:17])[CH3:16])[N:8]=[CH:9]2)=[CH:4][N:3]=1. The catalyst class is: 133. (3) Reactant: [OH:1][C:2]1[CH:11]=[C:10]2[C:5]([C:6]([Br:16])=[N:7][N:8]([CH:13]([CH3:15])[CH3:14])[C:9]2=[O:12])=[CH:4][CH:3]=1.[C:17]([O-])([O-])=O.[K+].[K+].CI. Product: [CH3:17][O:1][C:2]1[CH:11]=[C:10]2[C:5]([C:6]([Br:16])=[N:7][N:8]([CH:13]([CH3:14])[CH3:15])[C:9]2=[O:12])=[CH:4][CH:3]=1. The catalyst class is: 1. (4) The catalyst class is: 782. Product: [Br:1][C:18]1[S:19][C:15]([C:9]2[CH:10]=[CH:11][CH:12]=[CH:13][CH:14]=2)=[CH:16][C:17]=1[C:20]([O:22][CH3:23])=[O:21]. Reactant: [Br:1]N1C(=O)CCC1=O.[C:9]1([C:15]2[S:19][CH:18]=[C:17]([C:20]([O:22][CH3:23])=[O:21])[CH:16]=2)[CH:14]=[CH:13][CH:12]=[CH:11][CH:10]=1.